This data is from Full USPTO retrosynthesis dataset with 1.9M reactions from patents (1976-2016). The task is: Predict the reactants needed to synthesize the given product. (1) Given the product [C:16]1([O:15][C:13](=[O:14])[NH:11][C:1]23[CH2:8][CH:7]4[CH2:6][CH:5]([CH2:4][CH:3]([CH2:9]4)[CH2:2]2)[CH2:10]3)[CH:21]=[CH:20][CH:19]=[CH:18][CH:17]=1, predict the reactants needed to synthesize it. The reactants are: [C:1]12([NH2:11])[CH2:10][CH:5]3[CH2:6][CH:7]([CH2:9][CH:3]([CH2:4]3)[CH2:2]1)[CH2:8]2.Cl[C:13]([O:15][C:16]1[CH:21]=[CH:20][CH:19]=[CH:18][CH:17]=1)=[O:14]. (2) Given the product [CH2:15]([N:3]([CH2:1][CH3:2])[CH2:4][CH2:5][CH2:6][O:7][C:8]1[CH:9]=[CH:10][C:11]([NH:14][CH:28]=[C:22]2[C:21]3[C:25](=[CH:26][C:18]([F:17])=[CH:19][CH:20]=3)[NH:24][C:23]2=[O:27])=[CH:12][CH:13]=1)[CH3:16], predict the reactants needed to synthesize it. The reactants are: [CH2:1]([N:3]([CH2:15][CH3:16])[CH2:4][CH2:5][CH2:6][O:7][C:8]1[CH:13]=[CH:12][C:11]([NH2:14])=[CH:10][CH:9]=1)[CH3:2].[F:17][C:18]1[CH:26]=[C:25]2[C:21]([C:22](=[CH:28]O)[C:23](=[O:27])[NH:24]2)=[CH:20][CH:19]=1. (3) Given the product [N+:1]([C:4]1[CH:9]=[CH:8][C:7]([O:10][C:12](=[O:13])[O:14][CH2:15][Cl:16])=[CH:6][CH:5]=1)([O-:3])=[O:2], predict the reactants needed to synthesize it. The reactants are: [N+:1]([C:4]1[CH:9]=[CH:8][C:7]([OH:10])=[CH:6][CH:5]=1)([O-:3])=[O:2].Cl[C:12]([O:14][CH2:15][Cl:16])=[O:13].C(N(CC)C(C)C)(C)C.